From a dataset of TCR-epitope binding with 47,182 pairs between 192 epitopes and 23,139 TCRs. Binary Classification. Given a T-cell receptor sequence (or CDR3 region) and an epitope sequence, predict whether binding occurs between them. The epitope is TLIGDCATV. The TCR CDR3 sequence is CASRPSGGETEQFF. Result: 1 (the TCR binds to the epitope).